Dataset: Full USPTO retrosynthesis dataset with 1.9M reactions from patents (1976-2016). Task: Predict the reactants needed to synthesize the given product. (1) The reactants are: [CH2:1]([N:3]1[C:7]2[CH:8]=[CH:9][CH:10]=[CH:11][C:6]=2[N:5]=[C:4]1[CH2:12]O)[CH3:2].S(Cl)([Cl:16])=O. Given the product [CH2:1]([N:3]1[C:7]2[CH:8]=[CH:9][CH:10]=[CH:11][C:6]=2[N:5]=[C:4]1[CH2:12][Cl:16])[CH3:2], predict the reactants needed to synthesize it. (2) Given the product [CH3:19][N:7]1[C:8]2[CH:14]=[CH:13][C:12]([C:15]([F:16])([F:18])[F:17])=[CH:11][C:9]=2[N:10](/[C:3](/[CH3:2])=[CH:4]\[S:5][CH3:6])[C:20]1=[O:21], predict the reactants needed to synthesize it. The reactants are: [I-].[CH3:2][C:3]1[N:10]2[C:6](=[N+:7]([CH3:19])[C:8]3[CH:14]=[CH:13][C:12]([C:15]([F:18])([F:17])[F:16])=[CH:11][C:9]=32)[S:5][CH:4]=1.[CH3:20][O-:21].[Na+]. (3) Given the product [CH2:1]([O:3][C:4](=[O:16])[C:5]1[CH:10]=[CH:9][C:8]([NH:11][C:12](=[O:15])[CH2:13][CH2:14][N:17]2[C:25]3[CH2:24][CH2:23][CH2:22][C:21](=[O:26])[C:20]=3[CH2:19][C:18]2=[O:28])=[CH:7][CH:6]=1)[CH3:2], predict the reactants needed to synthesize it. The reactants are: [CH2:1]([O:3][C:4](=[O:16])[C:5]1[CH:10]=[CH:9][C:8]([NH:11][C:12](=[O:15])[CH:13]=[CH2:14])=[CH:7][CH:6]=1)[CH3:2].[NH:17]1[C:25]2[CH2:24][CH2:23][CH2:22][C:21](=[O:26])[C:20]=2[CH:19]=[CH:18]1.C(=O)([O-])[O-:28].[K+].[K+].O. (4) The reactants are: [O:1]1[C:5]([C:6]2[CH:11]=[CH:10][CH:9]=[CH:8][C:7]=2[OH:12])=[CH:4][CH:3]=[N:2]1.O[CH:14]1[CH2:19][CH2:18][N:17]([S:20](/[CH:23]=[CH:24]/[C:25]2[CH:30]=[CH:29][CH:28]=[CH:27][CH:26]=2)(=[O:22])=[O:21])[CH2:16][CH2:15]1.C1(P(C2C=CC=CC=2)C2C=CC=CC=2)C=CC=CC=1.CC(OC(/N=N/C(OC(C)C)=O)=O)C. Given the product [O:1]1[C:5]([C:6]2[CH:11]=[CH:10][CH:9]=[CH:8][C:7]=2[O:12][CH:14]2[CH2:15][CH2:16][N:17]([S:20](/[CH:23]=[CH:24]/[C:25]3[CH:26]=[CH:27][CH:28]=[CH:29][CH:30]=3)(=[O:22])=[O:21])[CH2:18][CH2:19]2)=[CH:4][CH:3]=[N:2]1, predict the reactants needed to synthesize it. (5) Given the product [C:13]([O:12][CH2:9][C:10]1[CH:4]=[CH:5][CH:6]=[CH:7][C:8]=1[NH:3][CH3:1])(=[O:15])[CH3:14], predict the reactants needed to synthesize it. The reactants are: [CH3:1]O.[N:3]1[CH:8]=[CH:7][CH:6]=[CH:5][CH:4]=1.[C:9]([O:12][C:13](=[O:15])[CH3:14])(=O)[CH3:10].O. (6) Given the product [F:20][C:15]1[CH:16]=[CH:17][CH:18]=[CH:19][C:14]=1[C:11]1[CH:12]=[CH:13][C:8]2[N:7]=[C:24]([C:26]3[CH:31]=[CH:30][N:29]=[C:28]([C:32]#[N:33])[CH:27]=3)[CH2:23][C:22](=[O:34])[NH:21][C:9]=2[CH:10]=1, predict the reactants needed to synthesize it. The reactants are: C(OC(=O)[NH:7][C:8]1[CH:13]=[CH:12][C:11]([C:14]2[CH:19]=[CH:18][CH:17]=[CH:16][C:15]=2[F:20])=[CH:10][C:9]=1[NH:21][C:22](=[O:34])[CH2:23][C:24]([C:26]1[CH:31]=[CH:30][N:29]=[C:28]([C:32]#[N:33])[CH:27]=1)=O)(C)(C)C.C(O)(C(F)(F)F)=O.